Dataset: Catalyst prediction with 721,799 reactions and 888 catalyst types from USPTO. Task: Predict which catalyst facilitates the given reaction. (1) Reactant: [N:1]([CH:4]([CH2:13][CH3:14])[C:5]([C:7]1[CH:8]=[N:9][CH:10]=[CH:11][CH:12]=1)=[O:6])=[N+]=[N-].[C:15]([O:19][C:20](O[C:20]([O:19][C:15]([CH3:18])([CH3:17])[CH3:16])=[O:21])=[O:21])([CH3:18])([CH3:17])[CH3:16]. Product: [C:15]([O:19][C:20]([NH:1][CH:4]([CH2:13][CH3:14])[C:5]([C:7]1[CH:8]=[N:9][CH:10]=[CH:11][CH:12]=1)=[O:6])=[O:21])([CH3:18])([CH3:17])[CH3:16]. The catalyst class is: 129. (2) Reactant: [Cl:1][C:2]1[CH:3]=[C:4]([C:10]([N:12]2[C:17]3[CH:18]=[CH:19][C:20]([O:22]C)=[CH:21][C:16]=3[O:15][CH2:14][CH2:13]2)=[O:11])[CH:5]=[C:6]([Cl:9])[C:7]=1[OH:8].B(Br)(Br)Br.O. Product: [Cl:1][C:2]1[CH:3]=[C:4]([C:10]([N:12]2[C:17]3[CH:18]=[CH:19][C:20]([OH:22])=[CH:21][C:16]=3[O:15][CH2:14][CH2:13]2)=[O:11])[CH:5]=[C:6]([Cl:9])[C:7]=1[OH:8]. The catalyst class is: 2.